From a dataset of Forward reaction prediction with 1.9M reactions from USPTO patents (1976-2016). Predict the product of the given reaction. Given the reactants C(S(C1C=CC(CNC(C2C=C3C(=CC=2)C(C(C)C)NC3)=O)=NC=1)(=O)=O)C.[CH2:28]([S:30]([C:33]1[CH:61]=[CH:60][C:36]([CH2:37][NH:38][C:39]([C:41]2[CH:42]=[C:43]3[C:47](=[CH:48][CH:49]=2)[CH:46]([CH:50]([CH3:52])[CH3:51])[N:45](C(OC(C)(C)C)=O)[CH2:44]3)=[O:40])=[CH:35][CH:34]=1)(=[O:32])=[O:31])[CH3:29], predict the reaction product. The product is: [CH2:28]([S:30]([C:33]1[CH:61]=[CH:60][C:36]([CH2:37][NH:38][C:39]([C:41]2[CH:42]=[C:43]3[C:47](=[CH:48][CH:49]=2)[CH:46]([CH:50]([CH3:51])[CH3:52])[NH:45][CH2:44]3)=[O:40])=[CH:35][CH:34]=1)(=[O:31])=[O:32])[CH3:29].